Regression/Classification. Given a drug SMILES string, predict its absorption, distribution, metabolism, or excretion properties. Task type varies by dataset: regression for continuous measurements (e.g., permeability, clearance, half-life) or binary classification for categorical outcomes (e.g., BBB penetration, CYP inhibition). For this dataset (b3db_regression), we predict Y. From a dataset of Blood-brain barrier permeability regression values from the B3DB database. (1) The compound is C1CN(CCC1OC2=CC=CC(=C2)C(F)(F)F)CCCCNC(=O)C3=CC=NC4=CC=CC=C34. The Y is 0.480 log(BB ratio). (2) The drug is CN1C2=NC=NC2C(=O)N(C1=O)C. The Y is -0.290 log(BB ratio). (3) The compound is C1CC(=CC1N2CCC(CC2)C3=CC=CC=C3)C4=NC5=C(C=CC=C5Cl)C(=O)N4. The Y is 0.360 log(BB ratio). (4) The Y is -0.300 log(BB ratio). The compound is [Li].